From a dataset of Forward reaction prediction with 1.9M reactions from USPTO patents (1976-2016). Predict the product of the given reaction. (1) Given the reactants [F:1][C:2]1[CH:3]=[C:4]([NH:9][C:10]([C:12]2[CH:16]=[CH:15][S:14][C:13]=2Br)=[O:11])[C:5]([OH:8])=[CH:6][CH:7]=1.[C:18](=O)([O-])[O-].[K+].[K+].Cl, predict the reaction product. The product is: [F:1][C:2]1[CH:7]=[CH:6][C:5]2[O:8][C:13]3[S:14][C:15]([CH3:18])=[CH:16][C:12]=3[C:10](=[O:11])[NH:9][C:4]=2[CH:3]=1. (2) Given the reactants C(NC(C)C)(C)C.C([Li])CCC.C(=O)=O.CC(C)=O.[F:20][C:21]1[C:22]([C:27]#[N:28])=[N:23][CH:24]=[CH:25][CH:26]=1.[Li+].CC([N-]C(C)C)C.[I:37]I, predict the reaction product. The product is: [F:20][C:21]1[C:22]([C:27]#[N:28])=[N:23][CH:24]=[CH:25][C:26]=1[I:37]. (3) Given the reactants [CH3:1][O:2][C:3]1[CH:12]=[CH:11][C:10]2[NH:9][C:8](=[O:13])[C:7]3[S:14][CH:15]=[CH:16][C:6]=3[C:5]=2[C:4]=1/[CH:17]=[CH:18]/[CH2:19][N:20]1[CH2:25][CH2:24][CH:23]([NH:26]C(=O)OC(C)(C)C)[CH2:22][CH2:21]1.C(O)(C(F)(F)F)=O, predict the reaction product. The product is: [NH2:26][CH:23]1[CH2:22][CH2:21][N:20]([CH2:19]/[CH:18]=[CH:17]/[C:4]2[C:5]3[C:6]4[CH:16]=[CH:15][S:14][C:7]=4[C:8](=[O:13])[NH:9][C:10]=3[CH:11]=[CH:12][C:3]=2[O:2][CH3:1])[CH2:25][CH2:24]1.